This data is from Reaction yield outcomes from USPTO patents with 853,638 reactions. The task is: Predict the reaction yield, written as a fraction of the theoretical maximum amount of product (1.0 means a 100% yield; for example, 0.34 means a 34% yield). (1) The yield is 0.430. The catalyst is O. The reactants are [CH3:1][N:2]([S:26]([C:29]1[S:30][CH:31]=[CH:32][CH:33]=1)(=[O:28])=[O:27])[C:3]1[CH:4]=[C:5]([O:21][C:22]([F:25])([F:24])[F:23])[CH:6]=[C:7]2[C:11]=1[NH:10][C:9]([C:12]1[S:13][CH:14]([CH2:17][C:18]([OH:20])=O)[CH2:15][N:16]=1)=[CH:8]2.Cl.C[N:36](C)CCCN=C=NCC.CN(C)C=O. The product is [CH3:1][N:2]([S:26]([C:29]1[S:30][CH:31]=[CH:32][CH:33]=1)(=[O:28])=[O:27])[C:3]1[CH:4]=[C:5]([O:21][C:22]([F:24])([F:25])[F:23])[CH:6]=[C:7]2[C:11]=1[NH:10][C:9]([C:12]1[S:13][CH:14]([CH2:17][C:18]([NH2:36])=[O:20])[CH2:15][N:16]=1)=[CH:8]2. (2) The reactants are N.[OH-:2].[K+].[C:4]([C:23]#[N:24])([C:7]([C:10]([C:13]([C:16]([C:19]([F:22])([F:21])[F:20])([F:18])[F:17])([F:15])[F:14])([F:12])[F:11])([F:9])[F:8])([F:6])[F:5]. No catalyst specified. The product is [F:5][C:4]([F:6])([C:7]([F:9])([F:8])[C:10]([F:12])([F:11])[C:13]([F:15])([F:14])[C:16]([F:17])([F:18])[C:19]([F:20])([F:21])[F:22])[C:23]([NH2:24])=[O:2]. The yield is 0.985. (3) The reactants are [Br:1][C:2]1[CH2:11][CH2:10][C:9]2[C:4](=[CH:5][C:6]([F:13])=[C:7]([F:12])[CH:8]=2)[C:3]=1[CH:14]=[O:15].ClC1C(=O)C(C#N)=C(C#N)C(=O)C=1Cl. The catalyst is C1(C)C=CC=CC=1. The product is [Br:1][C:2]1[CH:11]=[CH:10][C:9]2[C:4](=[CH:5][C:6]([F:13])=[C:7]([F:12])[CH:8]=2)[C:3]=1[CH:14]=[O:15]. The yield is 0.440. (4) The reactants are [CH3:1][N:2]1[CH:6]=[CH:5][CH:4]=[C:3]1[C:7]#[N:8].B(OC(C)C)(OC(C)C)OC(C)C.C([N-]C(C)C)(C)C.[Li+].Br[C:31]1[CH:36]=[CH:35][C:34]([C:37](=[O:39])[CH3:38])=[CH:33][CH:32]=1.C(=O)([O-])[O-].[Na+].[Na+]. The catalyst is C1COCC1.C(COC)OC.O.[Pd].C1(P(C2C=CC=CC=2)C2C=CC=CC=2)C=CC=CC=1.C1(P(C2C=CC=CC=2)C2C=CC=CC=2)C=CC=CC=1.C1(P(C2C=CC=CC=2)C2C=CC=CC=2)C=CC=CC=1.C1(P(C2C=CC=CC=2)C2C=CC=CC=2)C=CC=CC=1. The product is [C:37]([C:34]1[CH:35]=[CH:36][C:31]([C:6]2[N:2]([CH3:1])[C:3]([C:7]#[N:8])=[CH:4][CH:5]=2)=[CH:32][CH:33]=1)(=[O:39])[CH3:38]. The yield is 0.550. (5) The reactants are [Br:1][C:2]1[S:6][C:5]([S:7](Cl)(=[O:9])=[O:8])=[CH:4][CH:3]=1.C(N(CC)CC)C.[C:18]([N:25]1[CH2:30][CH2:29][NH:28][CH2:27][CH2:26]1)([O:20][C:21]([CH3:24])([CH3:23])[CH3:22])=[O:19]. The catalyst is C1COCC1. The product is [C:21]([O:20][C:18]([N:25]1[CH2:30][CH2:29][N:28]([S:7]([C:5]2[S:6][C:2]([Br:1])=[CH:3][CH:4]=2)(=[O:9])=[O:8])[CH2:27][CH2:26]1)=[O:19])([CH3:24])([CH3:22])[CH3:23]. The yield is 0.860. (6) The reactants are C([O:3][C:4]([C:6]1[C:10]([I:11])=[CH:9][N:8]([CH2:12][CH2:13][O:14][CH:15]2[CH2:20][CH2:19][CH2:18][CH2:17][O:16]2)[N:7]=1)=O)C.[BH4-].[Li+]. The catalyst is C1COCC1. The product is [I:11][C:10]1[C:6]([CH2:4][OH:3])=[N:7][N:8]([CH2:12][CH2:13][O:14][CH:15]2[CH2:20][CH2:19][CH2:18][CH2:17][O:16]2)[CH:9]=1. The yield is 0.620. (7) The reactants are Cl[C:2]1[C:3]2[CH:10]=[CH:9][NH:8][C:4]=2[N:5]=[CH:6][N:7]=1. The catalyst is CO.[H][H].[Pd]. The product is [N:5]1[C:4]2[NH:8][CH:9]=[CH:10][C:3]=2[CH:2]=[N:7][CH:6]=1. The yield is 0.980. (8) The reactants are [Br:1]P(Br)Br.O[CH:6]([C:8]1[CH:9]=[C:10]([C:25]([O:27][CH3:28])=[O:26])[CH:11]=[C:12]2[C:17]=1[O:16][C:15]([N:18]1[CH2:23][CH2:22][O:21][CH2:20][CH2:19]1)=[CH:14][C:13]2=[O:24])[CH3:7]. The catalyst is C(Cl)Cl. The product is [Br:1][CH:6]([C:8]1[CH:9]=[C:10]([C:25]([O:27][CH3:28])=[O:26])[CH:11]=[C:12]2[C:17]=1[O:16][C:15]([N:18]1[CH2:23][CH2:22][O:21][CH2:20][CH2:19]1)=[CH:14][C:13]2=[O:24])[CH3:7]. The yield is 0.790.